This data is from B-cell epitopes from IEDB database with 3,159 antigens for binding position prediction. The task is: Token-level Classification. Given an antigen amino acid sequence, predict which amino acid positions are active epitope sites capable of antibody binding. Output is a list of indices for active positions. Given the antigen sequence: MARGAALALLLFGLLGVLVAAPDGGFDLSDALPDNENKKPTAIPKKPSAGDDFDLGDAVVDGENDDPRPPNPPKPMPNPNPNHPSSSGSFSDADLADGVSGGEGKGGSDGGGSHRKEGEEADAPGVIPGIVGAVVVAVAGAISSFIAYQKKKLCFKENAEQGEVDMESHRNANAEPAVQRTLLEK, which amino acid positions are active epitope sites? The epitope positions are: [87, 88, 89, 90, 91, 92, 93, 94, 95, 96]. The amino acids at these positions are: GSFSDADLAD.